The task is: Binary Classification. Given a miRNA mature sequence and a target amino acid sequence, predict their likelihood of interaction.. This data is from Experimentally validated miRNA-target interactions with 360,000+ pairs, plus equal number of negative samples. The miRNA is cel-miR-60-3p with sequence UAUUAUGCACAUUUUCUAGUUCA. The protein sequence of the target gene is MGPLDVWDLSPLLSLWMNRFYIYMGCALGLTLCICVQIIKKQVTRSQEKRVPGAPDSSLSPQKKQTHVSGVKIFYGSQTGTAKGFAVVLAKAVTSLDLPVAIINLKEYDPDDSLIGEITSKTVCAFLVATYTDGCPTESAEWFCKWLEESANDFRFGKTYLKGLRYAVFGLGDSAYRSHFNKVSTNVDKWLWMLGAQRVLTRGEGDCNAVQSKHGSIEADFTAWKTKFISRLQALQRGEKKACGGNCKRGKCESAQHGPGEARPHPQGELHPGDAEEEEPCESSSEDELGTQDYQSLTSV.... Result: 0 (no interaction).